This data is from Full USPTO retrosynthesis dataset with 1.9M reactions from patents (1976-2016). The task is: Predict the reactants needed to synthesize the given product. (1) Given the product [CH3:1][O:2][C:3]([C:4]1[CH:9]=[CH:8][C:7]2[N:10]=[C:13]([C:14]3[CH:19]=[CH:18][CH:17]=[C:16]([CH2:20][N:21]([CH2:25][CH2:26][CH3:27])[CH2:22][CH2:23][CH3:24])[CH:15]=3)[N:11]([CH3:12])[C:6]=2[CH:5]=1)=[O:29], predict the reactants needed to synthesize it. The reactants are: [CH3:1][O:2][C:3](=[O:29])[C:4]1[CH:9]=[CH:8][C:7]([NH2:10])=[C:6]([N:11]([C:13](=O)[C:14]2[CH:19]=[CH:18][CH:17]=[C:16]([CH2:20][N:21]([CH2:25][CH2:26][CH3:27])[CH2:22][CH2:23][CH3:24])[CH:15]=2)[CH3:12])[CH:5]=1.Cl.O1CCOCC1. (2) Given the product [CH2:21]([O:28][C:29]1[CH:51]=[CH:50][C:49]([N:52]2[CH2:53][CH2:54][O:55][CH2:56][CH2:57]2)=[CH:48][C:30]=1[C:31]([NH:33][C:34]1[CH:46]=[C:45]([C:8]2[O:7][CH:11]=[CH:10][CH:9]=2)[CH:44]=[CH:43][C:35]=1[C:36]([O:38][C:39]([CH3:42])([CH3:41])[CH3:40])=[O:37])=[O:32])[C:22]1[CH:27]=[CH:26][CH:25]=[CH:24][CH:23]=1, predict the reactants needed to synthesize it. The reactants are: COCCOC.[O:7]1[CH:11]=[CH:10][CH:9]=[C:8]1B(O)O.C(=O)([O-])[O-].[Na+].[Na+].[CH2:21]([O:28][C:29]1[CH:51]=[CH:50][C:49]([N:52]2[CH2:57][CH2:56][O:55][CH2:54][CH2:53]2)=[CH:48][C:30]=1[C:31]([NH:33][C:34]1[CH:46]=[C:45](Br)[CH:44]=[CH:43][C:35]=1[C:36]([O:38][C:39]([CH3:42])([CH3:41])[CH3:40])=[O:37])=[O:32])[C:22]1[CH:27]=[CH:26][CH:25]=[CH:24][CH:23]=1.